This data is from Reaction yield outcomes from USPTO patents with 853,638 reactions. The task is: Predict the reaction yield, written as a fraction of the theoretical maximum amount of product (1.0 means a 100% yield; for example, 0.34 means a 34% yield). (1) The reactants are C(Cl)(=O)C(Cl)=O.[F:7][C:8]1[CH:19]=[CH:18][CH:17]=[CH:16][C:9]=1[O:10][CH2:11][CH2:12][C:13]([OH:15])=O.[Cl-].[Al+3].[Cl-].[Cl-]. The catalyst is CN(C=O)C.C(Cl)Cl. The product is [F:7][C:8]1[CH:19]=[CH:18][CH:17]=[C:16]2[C:9]=1[O:10][CH2:11][CH2:12][C:13]2=[O:15]. The yield is 0.980. (2) The reactants are C(NC(C)C)(C)C.CN(CCN(C)C)C.[Li]CCCC.[Br:21][C:22]1[C:30]2[CH:29]=[CH:28][S:27][C:26]=2[CH:25]=[CH:24][CH:23]=1.[CH3:31][Si:32](Cl)([CH3:34])[CH3:33].[NH4+].[Cl-]. The catalyst is C1COCC1. The product is [Br:21][C:22]1[C:30]2[CH:29]=[C:28]([Si:32]([CH3:34])([CH3:33])[CH3:31])[S:27][C:26]=2[CH:25]=[CH:24][CH:23]=1. The yield is 0.920. (3) The reactants are [O:1]1[C:10]2[CH:9]=[C:8]([CH2:11][NH:12][C@H:13]3[CH2:18][CH2:17][N:16]([C:19]([O:21][CH2:22][C:23]4[CH:28]=[CH:27][CH:26]=[CH:25][CH:24]=4)=[O:20])[CH2:15][C@H:14]3[OH:29])[N:7]=[CH:6][C:5]=2[O:4][CH2:3][CH2:2]1.C(=O)([O-])O.[Na+].[C:35](O[C:35]([O:37][C:38]([CH3:41])([CH3:40])[CH3:39])=[O:36])([O:37][C:38]([CH3:41])([CH3:40])[CH3:39])=[O:36]. The catalyst is CO. The product is [O:1]1[C:10]2[CH:9]=[C:8]([CH2:11][N:12]([C:35]([O:37][C:38]([CH3:41])([CH3:40])[CH3:39])=[O:36])[C@H:13]3[CH2:18][CH2:17][N:16]([C:19]([O:21][CH2:22][C:23]4[CH:28]=[CH:27][CH:26]=[CH:25][CH:24]=4)=[O:20])[CH2:15][C@H:14]3[OH:29])[N:7]=[CH:6][C:5]=2[O:4][CH2:3][CH2:2]1. The yield is 0.640. (4) The reactants are [Cl-].[CH3:2][Zn+].Br[C:5]1[C:13]2[C:8](=[N:9][CH:10]=[C:11]([C:15]3[CH:20]=[CH:19][CH:18]=[CH:17][CH:16]=3)[C:12]=2[Cl:14])[N:7]([S:21]([C:24]2[CH:29]=[CH:28][CH:27]=[CH:26][CH:25]=2)(=[O:23])=[O:22])[CH:6]=1. The catalyst is C1COCC1.C1C=CC([P]([Pd]([P](C2C=CC=CC=2)(C2C=CC=CC=2)C2C=CC=CC=2)([P](C2C=CC=CC=2)(C2C=CC=CC=2)C2C=CC=CC=2)[P](C2C=CC=CC=2)(C2C=CC=CC=2)C2C=CC=CC=2)(C2C=CC=CC=2)C2C=CC=CC=2)=CC=1. The product is [Cl:14][C:12]1[C:11]([C:15]2[CH:20]=[CH:19][CH:18]=[CH:17][CH:16]=2)=[CH:10][N:9]=[C:8]2[N:7]([S:21]([C:24]3[CH:29]=[CH:28][CH:27]=[CH:26][CH:25]=3)(=[O:23])=[O:22])[CH:6]=[C:5]([CH3:2])[C:13]=12. The yield is 0.877. (5) The reactants are [C:1]([C:3]1[C:8](=O)[NH:7][C:6]([NH:10][CH:11]2[CH2:13][CH2:12]2)=[N:5][C:4]=1[C:14]1[CH:19]=[CH:18][C:17]([CH3:20])=[CH:16][CH:15]=1)#[N:2].O=P(Cl)(Cl)[Cl:23]. No catalyst specified. The product is [Cl:23][C:8]1[N:7]=[C:6]([NH:10][CH:11]2[CH2:13][CH2:12]2)[N:5]=[C:4]([C:14]2[CH:19]=[CH:18][C:17]([CH3:20])=[CH:16][CH:15]=2)[C:3]=1[C:1]#[N:2]. The yield is 0.580. (6) The reactants are OC(C)(C)C[C@@:4]1([C:28]2[CH:33]=[CH:32][CH:31]=[CH:30][CH:29]=2)[O:9][C:8](=[O:10])[N:7]([C@H](C2C=CC(B3OC(C)(C)C(C)(C)O3)=CC=2)C)[CH2:6][CH2:5]1.BrC1C=CC(=O)N(C(C)C)C=1.C([O-])([O-])=O.[Cs+].[Cs+]. The catalyst is O1CCOCC1.Cl[Pd](Cl)([P](C1C=CC=CC=1)(C1C=CC=CC=1)C1C=CC=CC=1)[P](C1C=CC=CC=1)(C1C=CC=CC=1)C1C=CC=CC=1. The product is [C:28]1([CH:4]2[O:9][C:8](=[O:10])[NH:7][CH2:6][CH2:5]2)[CH:29]=[CH:30][CH:31]=[CH:32][CH:33]=1. The yield is 0.210. (7) The reactants are [Br:1][C:2]1[N:3]=[C:4]2[C:10]([I:11])=[CH:9][NH:8][C:5]2=[N:6][CH:7]=1.[H-].[Na+].[C:14]1([CH3:24])[CH:19]=[CH:18][C:17]([S:20](Cl)(=[O:22])=[O:21])=[CH:16][CH:15]=1. The catalyst is C1COCC1. The product is [Br:1][C:2]1[N:3]=[C:4]2[C:10]([I:11])=[CH:9][N:8]([S:20]([C:17]3[CH:18]=[CH:19][C:14]([CH3:24])=[CH:15][CH:16]=3)(=[O:22])=[O:21])[C:5]2=[N:6][CH:7]=1. The yield is 0.990.